From a dataset of Peptide-MHC class I binding affinity with 185,985 pairs from IEDB/IMGT. Regression. Given a peptide amino acid sequence and an MHC pseudo amino acid sequence, predict their binding affinity value. This is MHC class I binding data. (1) The peptide sequence is ALGGSIAVK. The MHC is HLA-A31:01 with pseudo-sequence HLA-A31:01. The binding affinity (normalized) is 0.128. (2) The peptide sequence is WSQNPTMLY. The MHC is HLA-A31:01 with pseudo-sequence HLA-A31:01. The binding affinity (normalized) is 0.0847.